This data is from Full USPTO retrosynthesis dataset with 1.9M reactions from patents (1976-2016). The task is: Predict the reactants needed to synthesize the given product. (1) Given the product [CH2:1]([O:4][C:5]1[N:10]=[C:9]([N:21]([C:27](=[O:28])[C:26]2[CH:30]=[CH:31][CH:32]=[C:24]([CH3:23])[CH:25]=2)[NH2:22])[C:8]([F:12])=[CH:7][N:6]=1)[CH:2]=[CH2:3], predict the reactants needed to synthesize it. The reactants are: [CH2:1]([O:4][C:5]1[N:10]=[C:9](Cl)[C:8]([F:12])=[CH:7][N:6]=1)[CH:2]=[CH2:3].C(N(CC)CC)C.O.[NH2:21][NH2:22].[CH3:23][C:24]1[CH:25]=[C:26]([CH:30]=[CH:31][CH:32]=1)[C:27](Cl)=[O:28]. (2) Given the product [CH3:1][N:2]1[C:6]([CH3:7])=[CH:5][C:4]([CH2:8][N:9]2[C:17]3[C:12](=[C:13]([N+:18]([O-:20])=[O:19])[CH:14]=[CH:15][CH:16]=3)[C:11]([CH:27]=[CH2:28])=[N:10]2)=[N:3]1, predict the reactants needed to synthesize it. The reactants are: [CH3:1][N:2]1[C:6]([CH3:7])=[CH:5][C:4]([CH2:8][N:9]2[C:17]3[C:12](=[C:13]([N+:18]([O-:20])=[O:19])[CH:14]=[CH:15][CH:16]=3)[C:11](I)=[N:10]2)=[N:3]1.B(O)(O)O.F[C:27]([K])=[C:28](F)F.C(N(CC)CC)C. (3) Given the product [CH2:18]([S:17][C:12]([CH3:16])([CH2:13][CH2:14][CH3:15])[CH2:11][CH2:10][OH:9])[C:19]1[CH:24]=[CH:23][CH:22]=[CH:21][CH:20]=1, predict the reactants needed to synthesize it. The reactants are: [H-].[H-].[H-].[H-].[Li+].[Al+3].C([O:9][C:10](=O)[CH2:11][C:12]([S:17][CH2:18][C:19]1[CH:24]=[CH:23][CH:22]=[CH:21][CH:20]=1)([CH3:16])[CH2:13][CH2:14][CH3:15])C.[NH4+].[Cl-]. (4) Given the product [CH2:1]([CH:8]1[C:17]2[C:12](=[CH:13][CH:14]=[C:15]([O:18][CH3:19])[CH:16]=2)[O:11][CH2:10][CH:9]1[NH:20][C:21](=[O:25])[O:22][CH2:23][CH3:24])[C:2]1[CH:3]=[CH:4][CH:5]=[CH:6][CH:7]=1, predict the reactants needed to synthesize it. The reactants are: [CH:1](=[C:8]1[C:17]2[C:12](=[CH:13][CH:14]=[C:15]([O:18][CH3:19])[CH:16]=2)[O:11][CH2:10][CH:9]1[NH:20][C:21](=[O:25])[O:22][CH2:23][CH3:24])[C:2]1[CH:7]=[CH:6][CH:5]=[CH:4][CH:3]=1.C([O-])=O.[NH4+]. (5) Given the product [Cl:1][C:2]1[CH:3]=[C:4]([C:8]2[C:9]3[N:18]([CH2:19][C@H:20]4[CH2:25][CH2:24][C@H:23]([CH3:26])[CH2:22][CH2:21]4)[CH:17]=[C:16]([CH2:29][CH:30]([CH3:32])[CH3:31])[C:10]=3[N:11]=[C:12]([C:14]#[N:15])[N:13]=2)[CH:5]=[N:6][CH:7]=1, predict the reactants needed to synthesize it. The reactants are: [Cl:1][C:2]1[CH:3]=[C:4]([C:8]2[C:9]3[N:18]([CH2:19][C@H:20]4[CH2:25][CH2:24][C@H:23]([CH3:26])[CH2:22][CH2:21]4)[CH:17]=[C:16](I)[C:10]=3[N:11]=[C:12]([C:14]#[N:15])[N:13]=2)[CH:5]=[N:6][CH:7]=1.[Br-].[CH2:29]([Zn+])[CH:30]([CH3:32])[CH3:31]. (6) Given the product [NH2:9][C:3]1[N:4]=[CH:5][N:6]=[C:7]([NH:26][CH2:27][C@@H:28]2[CH2:33][CH2:32][N:31]([C:34](=[O:36])[CH2:45][CH2:44][N:43]([CH3:49])[CH3:42])[CH2:30][C@H:29]2[OH:41])[C:2]=1[C:20]1[CH:21]=[CH:22][C:17]([O:10][C:11]2[CH:16]=[CH:15][CH:14]=[CH:13][CH:12]=2)=[CH:18][CH:19]=1, predict the reactants needed to synthesize it. The reactants are: Cl[C:2]1[C:3]([NH2:9])=[N:4][CH:5]=[N:6][C:7]=1Cl.[O:10]([C:17]1[CH:22]=[CH:21][C:20](B(O)O)=[CH:19][CH:18]=1)[C:11]1[CH:16]=[CH:15][CH:14]=[CH:13][CH:12]=1.[NH2:26][CH2:27][C@@H:28]1[CH2:33][CH2:32][N:31]([C:34]([O:36]C(C)(C)C)=O)[CH2:30][C@H:29]1[OH:41].[CH3:42][N:43]([CH3:49])[CH2:44][CH2:45]C(O)=O. (7) Given the product [CH3:7][C:2]([O:1][CH:10]1[CH2:11][CH2:12][CH2:13][CH2:14][O:9]1)([CH3:8])[C:3]([O:5][CH3:6])=[O:4], predict the reactants needed to synthesize it. The reactants are: [OH:1][C:2]([CH3:8])([CH3:7])[C:3]([O:5][CH3:6])=[O:4].[O:9]1[CH:14]=[CH:13][CH2:12][CH2:11][CH2:10]1.O. (8) Given the product [CH2:42]([O:41][CH2:40][CH2:39][O:30][C:29]([C:26]1[CH:27]=[CH:28][C:23]([C:11]2[CH:10]=[C:9]([O:8][CH2:1][C:2]3[CH:7]=[CH:6][CH:5]=[CH:4][CH:3]=3)[CH:14]=[C:13]([O:15][CH2:16][C:17]3[CH:22]=[CH:21][CH:20]=[CH:19][CH:18]=3)[CH:12]=2)=[CH:24][CH:25]=1)=[O:31])[C:43]1[CH:48]=[CH:47][CH:46]=[CH:45][CH:44]=1, predict the reactants needed to synthesize it. The reactants are: [CH2:1]([O:8][C:9]1[CH:10]=[C:11]([C:23]2[CH:28]=[CH:27][C:26]([C:29]([OH:31])=[O:30])=[CH:25][CH:24]=2)[CH:12]=[C:13]([O:15][CH2:16][C:17]2[CH:22]=[CH:21][CH:20]=[CH:19][CH:18]=2)[CH:14]=1)[C:2]1[CH:7]=[CH:6][CH:5]=[CH:4][CH:3]=1.C(=O)([O-])[O-].[K+].[K+].Br[CH2:39][CH2:40][O:41][CH2:42][C:43]1[CH:48]=[CH:47][CH:46]=[CH:45][CH:44]=1.